Dataset: Forward reaction prediction with 1.9M reactions from USPTO patents (1976-2016). Task: Predict the product of the given reaction. (1) Given the reactants [NH2:1][C:2]1[C:7]([C:8](O)=[O:9])=[CH:6][N:5]=[C:4]([C:11]2[C:19]3[C:14](=[N:15][CH:16]=[CH:17][CH:18]=3)[N:13]([CH2:20][C:21]3[CH:26]=[CH:25][CH:24]=[CH:23][C:22]=3[F:27])[N:12]=2)[N:3]=1.C(N(CC)CC)C.ON1C2C=CC=CC=2N=N1.Cl.CN(C)CCCN=C=NCC.[F:57][C:58]([F:62])([F:61])[CH2:59][NH2:60], predict the reaction product. The product is: [NH2:1][C:2]1[C:7]([C:8]([NH:60][CH2:59][C:58]([F:62])([F:61])[F:57])=[O:9])=[CH:6][N:5]=[C:4]([C:11]2[C:19]3[C:14](=[N:15][CH:16]=[CH:17][CH:18]=3)[N:13]([CH2:20][C:21]3[CH:26]=[CH:25][CH:24]=[CH:23][C:22]=3[F:27])[N:12]=2)[N:3]=1. (2) The product is: [Br:11][C:12]1[CH:20]=[CH:19][C:15]([C:16]([NH:10][C:9]2[CH:8]=[CH:7][N:6]=[CH:5][C:4]=2[CH3:3])=[O:17])=[CH:14][CH:13]=1. Given the reactants [H-].[Na+].[CH3:3][C:4]1[CH:5]=[N:6][CH:7]=[CH:8][C:9]=1[NH2:10].[Br:11][C:12]1[CH:20]=[CH:19][C:15]([C:16](Cl)=[O:17])=[CH:14][CH:13]=1, predict the reaction product. (3) The product is: [CH3:1][C:2]1[N:3]=[C:4]([NH:7][C:8]([C:10]2[CH:15]=[C:14]([C:27]3[CH:32]=[CH:31][N:30]=[C:29]([C:33]#[N:34])[CH:28]=3)[CH:13]=[C:12]([CH3:25])[N:11]=2)=[O:9])[S:5][CH:6]=1. Given the reactants [CH3:1][C:2]1[N:3]=[C:4]([NH:7][C:8]([C:10]2[CH:15]=[C:14](B3OC(C)(C)C(C)(C)O3)[CH:13]=[C:12]([CH3:25])[N:11]=2)=[O:9])[S:5][CH:6]=1.Br[C:27]1[CH:32]=[CH:31][N:30]=[C:29]([C:33]#[N:34])[CH:28]=1, predict the reaction product.